This data is from Full USPTO retrosynthesis dataset with 1.9M reactions from patents (1976-2016). The task is: Predict the reactants needed to synthesize the given product. (1) Given the product [CH3:1][O:2][C:3](=[O:22])[CH2:4][C:5]1[CH:10]=[CH:9][C:8]([O:11][C:12]2[C:13]3[CH2:21][CH2:20][CH2:19][C:14]=3[N:15]=[C:16]([C:27]3[CH:28]=[CH:29][C:24]([OH:23])=[CH:25][CH:26]=3)[N:17]=2)=[CH:7][CH:6]=1, predict the reactants needed to synthesize it. The reactants are: [CH3:1][O:2][C:3](=[O:22])[CH2:4][C:5]1[CH:10]=[CH:9][C:8]([O:11][C:12]2[C:13]3[CH2:21][CH2:20][CH2:19][C:14]=3[N:15]=[C:16](Cl)[N:17]=2)=[CH:7][CH:6]=1.[OH:23][C:24]1[CH:29]=[CH:28][C:27](B(O)O)=[CH:26][CH:25]=1.P([O-])([O-])([O-])=O.[K+].[K+].[K+].[Cl-].[Na+]. (2) The reactants are: [CH3:1][O:2][C:3](=[O:31])[C@@H:4]([NH:23]C(OC(C)(C)C)=O)[CH2:5][C:6]1[CH:11]=[CH:10][C:9]([NH:12][C:13](=[O:22])[C:14]2[C:19]([Cl:20])=[CH:18][CH:17]=[CH:16][C:15]=2[Cl:21])=[CH:8][CH:7]=1.Cl. Given the product [ClH:20].[CH3:1][O:2][C:3](=[O:31])[C@@H:4]([NH2:23])[CH2:5][C:6]1[CH:11]=[CH:10][C:9]([NH:12][C:13](=[O:22])[C:14]2[C:15]([Cl:21])=[CH:16][CH:17]=[CH:18][C:19]=2[Cl:20])=[CH:8][CH:7]=1, predict the reactants needed to synthesize it. (3) Given the product [Cl:21][C:16]1[CH:17]=[CH:18][CH:19]=[CH:20][C:15]=1[S:12]([N:9]1[CH2:8][CH2:7][C:6]2([C:4](=[O:3])[N:40]([CH2:39][CH2:38][C:33]3[CH:34]=[CH:35][C:36]([Cl:37])=[C:31]([Cl:30])[CH:32]=3)[CH2:23][CH2:22]2)[CH2:11][CH2:10]1)(=[O:14])=[O:13], predict the reactants needed to synthesize it. The reactants are: C([O:3][C:4]([C:6]1([CH2:22][CH2:23]OC)[CH2:11][CH2:10][N:9]([S:12]([C:15]2[CH:20]=[CH:19][CH:18]=[CH:17][C:16]=2[Cl:21])(=[O:14])=[O:13])[CH2:8][CH2:7]1)=O)C.[Cl-].C[Al+]C.[Cl:30][C:31]1[CH:32]=[C:33]([CH2:38][CH2:39][NH2:40])[CH:34]=[CH:35][C:36]=1[Cl:37]. (4) Given the product [N:11]1([CH2:10][CH2:9][O:8][C:7]2[CH:16]=[CH:17][C:4]([NH2:1])=[CH:5][CH:6]=2)[CH:15]=[N:14][CH:13]=[N:12]1, predict the reactants needed to synthesize it. The reactants are: [N+:1]([C:4]1[CH:17]=[CH:16][C:7]([O:8][CH2:9][CH2:10][N:11]2[CH:15]=[N:14][CH:13]=[N:12]2)=[CH:6][CH:5]=1)([O-])=O.[Cl-].[Ca+2].[Cl-]. (5) Given the product [CH3:1][O:2][C:3](=[O:12])[CH2:4][C:5]1[CH:10]=[CH:9][CH:8]=[CH:7][C:6]=1[NH:11][S:27]([C:22]1[CH:23]=[CH:24][C:25]([Cl:26])=[C:20]([Cl:19])[CH:21]=1)(=[O:29])=[O:28], predict the reactants needed to synthesize it. The reactants are: [CH3:1][O:2][C:3](=[O:12])[CH2:4][C:5]1[CH:10]=[CH:9][CH:8]=[CH:7][C:6]=1[NH2:11].N1C=CC=CC=1.[Cl:19][C:20]1[CH:21]=[C:22]([S:27](Cl)(=[O:29])=[O:28])[CH:23]=[CH:24][C:25]=1[Cl:26]. (6) Given the product [NH:18]1[C:22]2[CH:23]=[CH:24][CH:25]=[CH:26][C:21]=2[N:20]=[C:19]1[CH2:27][N:28]([CH:33]1[C:42]2[N:41]=[CH:40][CH:39]=[CH:38][C:37]=2[CH2:36][CH2:35][CH2:34]1)[CH2:29][CH2:30][CH2:31][NH:32][C:4](=[O:6])[C:3]1[C:7]([Cl:11])=[CH:8][N:9]=[CH:10][C:2]=1[Cl:1], predict the reactants needed to synthesize it. The reactants are: [Cl:1][C:2]1[CH:10]=[N:9][CH:8]=[C:7]([Cl:11])[C:3]=1[C:4]([OH:6])=O.C(Cl)(=O)C(Cl)=O.[NH:18]1[C:22]2[CH:23]=[CH:24][CH:25]=[CH:26][C:21]=2[N:20]=[C:19]1[CH2:27][N:28]([CH:33]1[C:42]2[N:41]=[CH:40][CH:39]=[CH:38][C:37]=2[CH2:36][CH2:35][CH2:34]1)[CH2:29][CH2:30][CH2:31][NH2:32].CCN(CC)CC. (7) Given the product [CH:1]1([C:4]2[CH:5]=[CH:6][C:7]([C:15]([N:23]3[CH2:24][C@@H:20]([F:19])[CH2:21][C@H:22]3[C:25]([NH2:27])=[O:26])=[O:17])=[N:8][C:9]=2[O:10][CH2:11][CH:12]2[CH2:13][CH2:14]2)[CH2:2][CH2:3]1, predict the reactants needed to synthesize it. The reactants are: [CH:1]1([C:4]2[CH:5]=[CH:6][C:7]([C:15]([OH:17])=O)=[N:8][C:9]=2[O:10][CH2:11][CH:12]2[CH2:14][CH2:13]2)[CH2:3][CH2:2]1.Cl.[F:19][C@@H:20]1[CH2:24][NH:23][C@H:22]([C:25]([NH2:27])=[O:26])[CH2:21]1. (8) Given the product [NH2:14][C:12]1[CH:11]=[C:10]([CH2:17][OH:18])[CH:9]=[C:8]([C:7]([CH3:20])([CH3:19])[O:6][SiH2:5][C:1]([CH3:2])([CH3:4])[CH3:3])[CH:13]=1, predict the reactants needed to synthesize it. The reactants are: [C:1]([SiH2:5][O:6][C:7]([CH3:20])([CH3:19])[C:8]1[CH:9]=[C:10]([CH2:17][OH:18])[CH:11]=[C:12]([N+:14]([O-])=O)[CH:13]=1)([CH3:4])([CH3:3])[CH3:2]. (9) Given the product [C:1]([O:5][C:6]([N:8]1[CH2:13][CH2:12][N:11]([CH2:22][C:23]2[CH:28]=[CH:27][C:26]([N+:29]([O-:31])=[O:30])=[CH:25][CH:24]=2)[CH2:10][CH2:9]1)=[O:7])([CH3:4])([CH3:2])[CH3:3], predict the reactants needed to synthesize it. The reactants are: [C:1]([O:5][C:6]([N:8]1[CH2:13][CH2:12][NH:11][CH2:10][CH2:9]1)=[O:7])([CH3:4])([CH3:3])[CH3:2].C(N(CC)CC)C.Br[CH2:22][C:23]1[CH:28]=[CH:27][C:26]([N+:29]([O-:31])=[O:30])=[CH:25][CH:24]=1.